This data is from Reaction yield outcomes from USPTO patents with 853,638 reactions. The task is: Predict the reaction yield, written as a fraction of the theoretical maximum amount of product (1.0 means a 100% yield; for example, 0.34 means a 34% yield). (1) The reactants are [CH3:1][C@H:2]1[CH2:6][CH2:5][CH2:4][NH:3]1.O.[C:8]([OH:12])(=[O:11])[CH:9]=O.[S:13]1[CH:17]=[CH:16][C:15](B(O)O)=[CH:14]1.CO. The catalyst is C(Cl)Cl. The product is [CH3:1][C@H:2]1[CH2:6][CH2:5][CH2:4][N:3]1[C@@H:9]([C:15]1[CH:16]=[CH:17][S:13][CH:14]=1)[C:8]([OH:12])=[O:11]. The yield is 0.460. (2) The reactants are [CH:1]([O:4][C:5]1[CH:12]=[C:11]([C:13]([F:16])([F:15])[F:14])[CH:10]=[CH:9][C:6]=1[CH:7]=O)([CH3:3])[CH3:2].C1(P(=[CH:36][C:37]([O:39][CH3:40])=[O:38])(C2C=CC=CC=2)C2C=CC=CC=2)C=CC=CC=1. The catalyst is C1(C)C=CC=CC=1. The product is [CH3:40][O:39][C:37](=[O:38])[CH:36]=[CH:7][C:6]1[CH:9]=[CH:10][C:11]([C:13]([F:16])([F:15])[F:14])=[CH:12][C:5]=1[O:4][CH:1]([CH3:3])[CH3:2]. The yield is 0.720. (3) The reactants are Cl.[NH2:2][CH2:3][CH2:4][CH2:5][NH:6][S:7]([CH3:10])(=[O:9])=[O:8].[NH2:11][C:12]1[C:13]([C:17](Cl)=[N:18][OH:19])=[N:14][O:15][N:16]=1. No catalyst specified. The product is [NH2:11][C:12]1[C:13]([C:17](=[N:18][OH:19])[NH:2][CH2:3][CH2:4][CH2:5][NH:6][S:7]([CH3:10])(=[O:9])=[O:8])=[N:14][O:15][N:16]=1. The yield is 0.190. (4) The reactants are [C:1](Cl)(Cl)=[O:2].[O:5]1[CH2:10][CH2:9][CH:8]([N:11]2[CH2:15][CH2:14][NH:13][C:12]2=[O:16])[CH2:7][CH2:6]1.N1C=CC=CC=1.[Cl:23][C:24]1[CH:29]=[C:28]([O:30][C:31]2[CH:32]=[CH:33][C:34]([NH2:38])=[N:35][C:36]=2[CH3:37])[CH:27]=[CH:26][N:25]=1. The catalyst is C(Cl)Cl. The product is [Cl:23][C:24]1[CH:29]=[C:28]([O:30][C:31]2[CH:32]=[CH:33][C:34]([NH:38][C:1]([N:13]3[CH2:14][CH2:15][N:11]([CH:8]4[CH2:7][CH2:6][O:5][CH2:10][CH2:9]4)[C:12]3=[O:16])=[O:2])=[N:35][C:36]=2[CH3:37])[CH:27]=[CH:26][N:25]=1. The yield is 0.520. (5) The reactants are [F:1][C:2]1[C:3]([C:15]([C:17]2[CH:22]=[CH:21][C:20]([F:23])=[CH:19][CH:18]=2)=O)=[N:4][CH:5]=[CH:6][C:7]=1[C:8]1[CH:9]=[N:10][CH:11]=[CH:12][C:13]=1[CH3:14].Cl.[NH2:25][OH:26]. The catalyst is N1C=CC=CC=1. The product is [F:1][C:2]1[C:3](/[C:15](/[C:17]2[CH:22]=[CH:21][C:20]([F:23])=[CH:19][CH:18]=2)=[N:25]\[OH:26])=[N:4][CH:5]=[CH:6][C:7]=1[C:8]1[CH:9]=[N:10][CH:11]=[CH:12][C:13]=1[CH3:14]. The yield is 0.724. (6) The reactants are Br[C:2]1[N:7]=[C:6]([NH:8][C:9]([C:11]2([C:14]3[CH:24]=[CH:23][C:17]4[O:18][C:19]([F:22])([F:21])[O:20][C:16]=4[CH:15]=3)[CH2:13][CH2:12]2)=[O:10])[CH:5]=[CH:4][CH:3]=1.[CH3:25][O:26][C:27]1[C:32](B(O)O)=[CH:31][CH:30]=[CH:29][N:28]=1.C(=O)([O-])[O-].[Na+].[Na+]. The product is [F:21][C:19]1([F:22])[O:18][C:17]2[CH:23]=[CH:24][C:14]([C:11]3([C:9]([NH:8][C:6]4[N:7]=[C:2]([C:32]5[C:27]([O:26][CH3:25])=[N:28][CH:29]=[CH:30][CH:31]=5)[CH:3]=[CH:4][CH:5]=4)=[O:10])[CH2:13][CH2:12]3)=[CH:15][C:16]=2[O:20]1. The catalyst is CN(C)C=O.C1C=CC(P(C2C=CC=CC=2)[C-]2C=CC=C2)=CC=1.C1C=CC(P(C2C=CC=CC=2)[C-]2C=CC=C2)=CC=1.Cl[Pd]Cl.[Fe+2]. The yield is 0.500. (7) The reactants are Cl.[Cl:2][C:3]1[CH:8]=[CH:7][N:6]=[C:5]([C:9]([O:11]C)=O)[CH:4]=1.[CH3:13][NH2:14]. The catalyst is CO.C1COCC1. The product is [Cl:2][C:3]1[CH:8]=[CH:7][N:6]=[C:5]([C:9]([NH:14][CH3:13])=[O:11])[CH:4]=1. The yield is 0.970.